Dataset: Catalyst prediction with 721,799 reactions and 888 catalyst types from USPTO. Task: Predict which catalyst facilitates the given reaction. Reactant: [F:1][C:2]1[CH:7]=[CH:6][C:5]([CH:8]([OH:26])[CH2:9][N:10]([CH3:25])[S:11]([C:14]2[C:15]3[CH2:23][CH2:22][CH2:21][C:20](=[O:24])[C:16]=3[S:17][C:18]=2Br)(=[O:13])=[O:12])=[CH:4][CH:3]=1.[NH:27]1[CH2:32][CH2:31][O:30][CH2:29][CH2:28]1. Product: [F:1][C:2]1[CH:7]=[CH:6][C:5]([CH:8]([OH:26])[CH2:9][N:10]([CH3:25])[S:11]([C:14]2[C:15]3[CH2:23][CH2:22][CH2:21][C:20](=[O:24])[C:16]=3[S:17][C:18]=2[N:27]2[CH2:32][CH2:31][O:30][CH2:29][CH2:28]2)(=[O:13])=[O:12])=[CH:4][CH:3]=1. The catalyst class is: 66.